From a dataset of NCI-60 drug combinations with 297,098 pairs across 59 cell lines. Regression. Given two drug SMILES strings and cell line genomic features, predict the synergy score measuring deviation from expected non-interaction effect. (1) Drug 1: CC1OCC2C(O1)C(C(C(O2)OC3C4COC(=O)C4C(C5=CC6=C(C=C35)OCO6)C7=CC(=C(C(=C7)OC)O)OC)O)O. Drug 2: B(C(CC(C)C)NC(=O)C(CC1=CC=CC=C1)NC(=O)C2=NC=CN=C2)(O)O. Cell line: RXF 393. Synergy scores: CSS=16.8, Synergy_ZIP=-7.42, Synergy_Bliss=-4.88, Synergy_Loewe=-2.60, Synergy_HSA=-2.66. (2) Drug 1: COC1=NC(=NC2=C1N=CN2C3C(C(C(O3)CO)O)O)N. Drug 2: C(CCl)NC(=O)N(CCCl)N=O. Cell line: T-47D. Synergy scores: CSS=-1.78, Synergy_ZIP=0.799, Synergy_Bliss=-1.81, Synergy_Loewe=-4.98, Synergy_HSA=-4.64. (3) Drug 1: CN1C2=C(C=C(C=C2)N(CCCl)CCCl)N=C1CCCC(=O)O.Cl. Drug 2: CC1CCC2CC(C(=CC=CC=CC(CC(C(=O)C(C(C(=CC(C(=O)CC(OC(=O)C3CCCCN3C(=O)C(=O)C1(O2)O)C(C)CC4CCC(C(C4)OC)O)C)C)O)OC)C)C)C)OC. Cell line: NCI-H322M. Synergy scores: CSS=3.83, Synergy_ZIP=-2.36, Synergy_Bliss=-0.425, Synergy_Loewe=-1.70, Synergy_HSA=-1.41. (4) Drug 1: CNC(=O)C1=CC=CC=C1SC2=CC3=C(C=C2)C(=NN3)C=CC4=CC=CC=N4. Drug 2: CC1CCCC2(C(O2)CC(NC(=O)CC(C(C(=O)C(C1O)C)(C)C)O)C(=CC3=CSC(=N3)C)C)C. Cell line: OVCAR-5. Synergy scores: CSS=7.07, Synergy_ZIP=1.96, Synergy_Bliss=3.26, Synergy_Loewe=-1.56, Synergy_HSA=0.474. (5) Drug 1: COC1=C(C=C2C(=C1)N=CN=C2NC3=CC(=C(C=C3)F)Cl)OCCCN4CCOCC4. Drug 2: CC1=C(C(CCC1)(C)C)C=CC(=CC=CC(=CC(=O)O)C)C. Cell line: OVCAR-8. Synergy scores: CSS=32.4, Synergy_ZIP=-6.22, Synergy_Bliss=1.02, Synergy_Loewe=-0.323, Synergy_HSA=2.53. (6) Drug 1: CS(=O)(=O)OCCCCOS(=O)(=O)C. Drug 2: CC(C)(C#N)C1=CC(=CC(=C1)CN2C=NC=N2)C(C)(C)C#N. Cell line: LOX IMVI. Synergy scores: CSS=18.2, Synergy_ZIP=-3.59, Synergy_Bliss=-0.125, Synergy_Loewe=1.21, Synergy_HSA=-0.0238. (7) Drug 1: CC1=C(C=C(C=C1)NC2=NC=CC(=N2)N(C)C3=CC4=NN(C(=C4C=C3)C)C)S(=O)(=O)N.Cl. Drug 2: C1CCC(C(C1)N)N.C(=O)(C(=O)[O-])[O-].[Pt+4]. Cell line: SK-MEL-28. Synergy scores: CSS=1.91, Synergy_ZIP=0.384, Synergy_Bliss=2.97, Synergy_Loewe=-4.41, Synergy_HSA=0.106.